From a dataset of Full USPTO retrosynthesis dataset with 1.9M reactions from patents (1976-2016). Predict the reactants needed to synthesize the given product. (1) Given the product [CH3:33][O:34][CH:19]([O:20][CH3:22])[C:17]1[S:18][C:14]([C:10]2[CH:11]=[C:12]3[C:7](=[CH:8][CH:9]=2)[C:6](=[O:21])[N:5]([CH2:4][CH2:3][CH2:2][OH:1])[CH2:13]3)=[CH:15][CH:16]=1, predict the reactants needed to synthesize it. The reactants are: [OH:1][CH2:2][CH2:3][CH2:4][N:5]1[CH2:13][C:12]2[C:7](=[CH:8][CH:9]=[C:10]([C:14]3[S:18][C:17]([CH:19]=[O:20])=[CH:16][CH:15]=3)[CH:11]=2)[C:6]1=[O:21].[C:22]1(C)C=CC(S(O)(=O)=O)=CC=1.[CH3:33][OH:34]. (2) Given the product [CH2:40]([C@@H:42]1[CH2:51][C:50]2[N:49]=[CH:48][N:47]=[C:46]([N:52]3[CH2:58][C:57]4[CH:59]=[C:60]([C:27]5[CH:28]=[C:23]6[NH:22][C:21]([C@@H:19]([NH2:10])[CH3:20])=[N:30][C:24]6=[N:25][CH:26]=5)[CH:61]=[CH:62][C:56]=4[O:55][CH2:54][CH2:53]3)[C:45]=2[CH2:44][CH2:43]1)[CH3:41], predict the reactants needed to synthesize it. The reactants are: C1(COC(=O)[N:10]([C@H:19]([C:21]2[N:30](COCC[Si](C)(C)C)[C:24]3=[N:25][CH:26]=[C:27](Br)[CH:28]=[C:23]3[N:22]=2)[CH3:20])COCC[Si](C)(C)C)C=CC=CC=1.[CH2:40]([C@@H:42]1[CH2:51][C:50]2[N:49]=[CH:48][N:47]=[C:46]([N:52]3[CH2:58][C:57]4[CH:59]=[C:60](B(O)O)[CH:61]=[CH:62][C:56]=4[O:55][CH2:54][CH2:53]3)[C:45]=2[CH2:44][CH2:43]1)[CH3:41].